Dataset: Reaction yield outcomes from USPTO patents with 853,638 reactions. Task: Predict the reaction yield, written as a fraction of the theoretical maximum amount of product (1.0 means a 100% yield; for example, 0.34 means a 34% yield). (1) The reactants are [F:1][C:2]([F:19])([F:18])[C:3]1[CH:4]=[C:5]([CH:15]=[CH:16][CH:17]=1)[CH2:6][O:7][N:8]=[C:9]1[CH2:14][CH2:13][NH:12][CH2:11][CH2:10]1.Cl[CH2:21][CH2:22][S:23](Cl)(=[O:25])=[O:24].C(N(CC)CC)C.C([O-])(O)=O.[Na+]. The catalyst is ClCCl. The product is [F:19][C:2]([F:1])([F:18])[C:3]1[CH:4]=[C:5]([CH:15]=[CH:16][CH:17]=1)[CH2:6][O:7][N:8]=[C:9]1[CH2:14][CH2:13][N:12]([S:23]([CH:22]=[CH2:21])(=[O:25])=[O:24])[CH2:11][CH2:10]1. The yield is 0.800. (2) The reactants are C(OC([N:11]1[CH2:16][CH2:15][CH:14]([C:17]([NH:19][C:20]2[S:21][C:22]([N:30]3[CH2:35][CH2:34][O:33][CH2:32][CH2:31]3)=[C:23]([C:25]3[O:26][CH:27]=[CH:28][CH:29]=3)[N:24]=2)=[O:18])[CH2:13][CH2:12]1)=O)C1C=CC=CC=1.CSC.N. The product is [O:26]1[CH:27]=[CH:28][CH:29]=[C:25]1[C:23]1[N:24]=[C:20]([NH:19][C:17]([CH:14]2[CH2:15][CH2:16][NH:11][CH2:12][CH2:13]2)=[O:18])[S:21][C:22]=1[N:30]1[CH2:35][CH2:34][O:33][CH2:32][CH2:31]1. The yield is 0.380. The catalyst is ClCCl. (3) The reactants are C1C=C(Cl)C=C(C(OO)=[O:9])C=1.[S:12]([N:22]1[C:30]2[C:25](=[N:26][CH:27]=[CH:28][CH:29]=2)[CH:24]=[CH:23]1)([C:15]1[CH:21]=[CH:20][C:18]([CH3:19])=[CH:17][CH:16]=1)(=[O:14])=[O:13].C(OCC)(=O)C.C(=O)(O)[O-].[Na+]. The catalyst is ClCCl. The product is [S:12]([N:22]1[C:30]2[C:25](=[N+:26]([O-:9])[CH:27]=[CH:28][CH:29]=2)[CH:24]=[CH:23]1)([C:15]1[CH:21]=[CH:20][C:18]([CH3:19])=[CH:17][CH:16]=1)(=[O:14])=[O:13]. The yield is 0.810. (4) The catalyst is O1CCOCC1.O.C(C1C(C(C)(C)C)=C([Pd]Cl)C=CC=1NC)(C)(C)C. The reactants are Cl[C:2]1[N:7]=[C:6]([O:8][CH3:9])[C:5]2[O:10][C:11]3[C:16]([C@@:17]4([CH2:22][CH2:21][O:20][C:19]([NH2:23])=[N:18]4)[C:4]=2[CH:3]=1)=[CH:15][C:14]([NH2:24])=[CH:13][CH:12]=3.[O:25]1[CH2:30][CH:29]=[C:28](B2OC(C)(C)C(C)(C)O2)[CH2:27][CH2:26]1.[O-]P([O-])([O-])=O.[K+].[K+].[K+].O. The product is [O:25]1[CH2:26][CH:27]=[C:28]([C:2]2[N:7]=[C:6]([O:8][CH3:9])[C:5]3[O:10][C:11]4[C:16]([C@@:17]5([CH2:22][CH2:21][O:20][C:19]([NH2:23])=[N:18]5)[C:4]=3[CH:3]=2)=[CH:15][C:14]([NH2:24])=[CH:13][CH:12]=4)[CH2:29][CH2:30]1. The yield is 0.800. (5) The reactants are C[O:2][C:3](=[O:25])[C@H:4]([CH2:14][C:15]1([CH2:18][C:19]2[CH:24]=[CH:23][CH:22]=[CH:21][CH:20]=2)[CH2:17][CH2:16]1)[CH2:5][C:6]([N:8]1[CH2:13][CH2:12][O:11][CH2:10][CH2:9]1)=[O:7].C1COCC1.O.[OH-].[Li+]. The catalyst is CO.O. The product is [CH2:18]([C:15]1([CH2:14][C@H:4]([CH2:5][C:6]([N:8]2[CH2:13][CH2:12][O:11][CH2:10][CH2:9]2)=[O:7])[C:3]([OH:25])=[O:2])[CH2:16][CH2:17]1)[C:19]1[CH:20]=[CH:21][CH:22]=[CH:23][CH:24]=1. The yield is 0.968.